Dataset: Catalyst prediction with 721,799 reactions and 888 catalyst types from USPTO. Task: Predict which catalyst facilitates the given reaction. (1) Reactant: [Br:1][C:2]1[CH:3]=[C:4]([CH:9]=[C:10]([CH2:12]O)[CH:11]=1)[C:5]([O:7][CH3:8])=[O:6].CS(Cl)(=O)=O.C(N(CC)CC)C.[CH3:26][NH:27][CH2:28][CH2:29][CH2:30][CH3:31]. Product: [Br:1][C:2]1[CH:3]=[C:4]([CH:9]=[C:10]([CH2:12][N:27]([CH2:28][CH2:29][CH2:30][CH3:31])[CH3:26])[CH:11]=1)[C:5]([O:7][CH3:8])=[O:6]. The catalyst class is: 2. (2) Reactant: C(N(CC)C(C)C)(C)C.[F:10][C:11]([F:40])([F:39])[C:12]([N:14]([CH2:24][C:25]1([CH2:31][C:32]2[CH:37]=[CH:36][C:35]([F:38])=[CH:34][CH:33]=2)[CH2:30][CH2:29][NH:28][CH2:27][CH2:26]1)[C@@H:15]1[CH2:17][C@H:16]1[C:18]1[CH:23]=[CH:22][CH:21]=[CH:20][CH:19]=1)=[O:13].[CH:41]([C:43]1([C:46]([O:48][CH3:49])=[O:47])[CH2:45][CH2:44]1)=O.C(O[BH-](OC(=O)C)OC(=O)C)(=O)C.[Na+]. Product: [F:38][C:35]1[CH:34]=[CH:33][C:32]([CH2:31][C:25]2([CH2:24][N:14]([C@@H:15]3[CH2:17][C@H:16]3[C:18]3[CH:19]=[CH:20][CH:21]=[CH:22][CH:23]=3)[C:12](=[O:13])[C:11]([F:39])([F:10])[F:40])[CH2:26][CH2:27][N:28]([CH2:41][C:43]3([C:46]([O:48][CH3:49])=[O:47])[CH2:45][CH2:44]3)[CH2:29][CH2:30]2)=[CH:37][CH:36]=1. The catalyst class is: 2.